From a dataset of Catalyst prediction with 721,799 reactions and 888 catalyst types from USPTO. Predict which catalyst facilitates the given reaction. (1) Reactant: [CH:1]([C:3]1[CH:4]=[C:5]([O:9][CH3:10])[CH:6]=[CH:7][CH:8]=1)=[CH2:2].C(O)(=[O:13])C.BrN1C(=O)CCC1=O.[OH-].[Na+]. Product: [CH3:10][O:9][C:5]1[CH:4]=[C:3]([CH:1]2[CH2:2][O:13]2)[CH:8]=[CH:7][CH:6]=1. The catalyst class is: 38. (2) Reactant: [CH:1]1[C:6]([Cl:7])=[CH:5][C:4]([Cl:8])=[C:3]([CH2:9][O:10][CH:11]([C:18]2[CH:19]=[CH:20][C:21]([Cl:25])=[CH:22][C:23]=2[Cl:24])[CH2:12][N:13]2[CH:17]=[N:16][CH:15]=[CH:14]2)[CH:2]=1.[N+]([O-])(O)=O.C(O)C.C(O)C(O)C.[OH-].[Na+]. Product: [CH:1]1[C:6]([Cl:7])=[CH:5][C:4]([Cl:8])=[C:3]([CH2:9][O:10][CH:11]([C:18]2[CH:19]=[CH:20][C:21]([Cl:25])=[CH:22][C:23]=2[Cl:24])[CH2:12][N:13]2[CH:17]=[N:16][CH:15]=[CH:14]2)[CH:2]=1. The catalyst class is: 6. (3) The catalyst class is: 15. Reactant: C1([O:6][C:7]2[C:12]3[O:13][C:14]4[CH:19]=[CH:18][C:17]([N+:20]([O-:22])=[O:21])=[CH:16][C:15]=4[C:11]=3[C:10]([CH:23]=[O:24])=[CH:9][CH:8]=2)CCCC1.Br.O.C(=O)([O-])[O-].[K+].[K+]. Product: [OH:6][C:7]1[C:12]2[O:13][C:14]3[CH:19]=[CH:18][C:17]([N+:20]([O-:22])=[O:21])=[CH:16][C:15]=3[C:11]=2[C:10]([CH:23]=[O:24])=[CH:9][CH:8]=1. (4) Product: [Cl:5][C:6]1[CH:7]=[C:8]([C:13]([O-:15])=[CH:14][C:17](=[O:18])[C:16]([O:21][CH3:22])=[O:20])[CH:9]=[CH:10][C:11]=1[Cl:12].[Na+:3]. The catalyst class is: 275. Reactant: C[O-].[Na+:3].[Na].[Cl:5][C:6]1[CH:7]=[C:8]([C:13](=[O:15])[CH3:14])[CH:9]=[CH:10][C:11]=1[Cl:12].[C:16]([O:21][CH2:22]C)(=[O:20])[C:17]([O-])=[O:18]. (5) Reactant: I[C:2]1[CH:3]=[C:4]2[N:10]=[CH:9][N:8]([CH2:11][C:12]3[CH:28]=[CH:27][C:15]4[N:16]=[C:17]([NH:19][C@@H:20]5[CH2:25][CH2:24][CH2:23][CH2:22][C@H:21]5[OH:26])[S:18][C:14]=4[CH:13]=3)[C:5]2=[N:6][CH:7]=1.[C:29]([Si:31]([CH3:34])([CH3:33])[CH3:32])#[CH:30].O. Product: [CH3:32][Si:31]([C:29]#[C:30][C:2]1[CH:3]=[C:4]2[N:10]=[CH:9][N:8]([CH2:11][C:12]3[CH:28]=[CH:27][C:15]4[N:16]=[C:17]([NH:19][C@@H:20]5[CH2:25][CH2:24][CH2:23][CH2:22][C@H:21]5[OH:26])[S:18][C:14]=4[CH:13]=3)[C:5]2=[N:6][CH:7]=1)([CH3:34])[CH3:33]. The catalyst class is: 654. (6) Reactant: [CH3:1][C:2]1[C:22]([CH3:23])=[C:21]([O:24][CH2:25][C@@H:26]2[CH2:31][N:30]([CH3:32])[C:29]3[CH:33]=[CH:34][CH:35]=[CH:36][C:28]=3[O:27]2)[CH:20]=[CH:19][C:3]=1[C:4]([NH:6][C:7]1[CH:8]=[C:9]([CH2:14][C:15]([O:17]C)=[O:16])[CH:10]=[CH:11][C:12]=1[F:13])=[O:5].COCCOC.[OH-].[Na+].C(COC)(C)(C)C. Product: [CH3:1][C:2]1[C:22]([CH3:23])=[C:21]([O:24][CH2:25][C@@H:26]2[CH2:31][N:30]([CH3:32])[C:29]3[CH:33]=[CH:34][CH:35]=[CH:36][C:28]=3[O:27]2)[CH:20]=[CH:19][C:3]=1[C:4]([NH:6][C:7]1[CH:8]=[C:9]([CH2:14][C:15]([OH:17])=[O:16])[CH:10]=[CH:11][C:12]=1[F:13])=[O:5]. The catalyst class is: 5.